This data is from Peptide-MHC class I binding affinity with 185,985 pairs from IEDB/IMGT. The task is: Regression. Given a peptide amino acid sequence and an MHC pseudo amino acid sequence, predict their binding affinity value. This is MHC class I binding data. (1) The peptide sequence is KSAQFPFHF. The MHC is HLA-B57:01 with pseudo-sequence HLA-B57:01. The binding affinity (normalized) is 0.667. (2) The peptide sequence is VLLEARQAY. The MHC is HLA-B58:01 with pseudo-sequence HLA-B58:01. The binding affinity (normalized) is 0.0847. (3) The peptide sequence is LLRDNRAAL. The MHC is HLA-A69:01 with pseudo-sequence HLA-A69:01. The binding affinity (normalized) is 0.0847. (4) The MHC is HLA-A31:01 with pseudo-sequence HLA-A31:01. The peptide sequence is DLPSGFNTLK. The binding affinity (normalized) is 0.0287. (5) The MHC is Mamu-A11 with pseudo-sequence Mamu-A11. The binding affinity (normalized) is 0. The peptide sequence is DDIDEEDDDL.